This data is from Retrosynthesis with 50K atom-mapped reactions and 10 reaction types from USPTO. The task is: Predict the reactants needed to synthesize the given product. (1) Given the product Cc1ccc2sc(-c3nn(COCC[Si](C)(C)C)cc3C(=O)NC(C)(C)CO)cc2c1, predict the reactants needed to synthesize it. The reactants are: CC(C)(N)CO.Cc1ccc2sc(-c3nn(COCC[Si](C)(C)C)cc3C(=O)O)cc2c1. (2) Given the product CSc1ncccc1NC(=O)CCCCCSc1nc2ccccc2o1, predict the reactants needed to synthesize it. The reactants are: CSc1ncccc1NC(=O)CCCCCBr.Sc1nc2ccccc2o1. (3) Given the product C[C@H]1COc2c(NCCCc3cccnc3)c(F)c(N)c3c(=O)c(C#N)cn1c23, predict the reactants needed to synthesize it. The reactants are: C[C@H]1COc2c(F)c(F)c(N)c3c(=O)c(C#N)cn1c23.NCCCc1cccnc1. (4) Given the product CC[C@H](C)[C@H](NS(=O)(=O)c1ccccc1)C(=O)N1CCC[C@H]1C(=O)O, predict the reactants needed to synthesize it. The reactants are: CC[C@H](C)[C@H](NS(=O)(=O)c1ccccc1)C(=O)N1CCC[C@H]1C(=O)OCc1ccccc1. (5) Given the product CSc1ccc(-c2cc(CO)c(=O)n(CC(C)C)n2)cc1, predict the reactants needed to synthesize it. The reactants are: CSc1ccc(-c2cc(C(=O)O)c(=O)n(CC(C)C)n2)cc1. (6) Given the product CO[C@]1(c2ccccc2)CCN(C(=O)OC(C)(C)C)C[C@@H]1O, predict the reactants needed to synthesize it. The reactants are: CO[C@]1(c2ccccc2)CCN(C(=O)OC(C)(C)C)C[C@@H]1OCc1ccccc1. (7) The reactants are: CCC(=O)Cl.c1ccc(CN2CCCC(Nc3ccccc3)C2)cc1. Given the product CCC(=O)N(c1ccccc1)C1CCCN(Cc2ccccc2)C1, predict the reactants needed to synthesize it.